This data is from Full USPTO retrosynthesis dataset with 1.9M reactions from patents (1976-2016). The task is: Predict the reactants needed to synthesize the given product. (1) Given the product [F:14][C:15]([F:28])([F:29])[C:16]1[CH:17]=[C:18]([CH:21]=[C:22]([C:24]([F:27])([F:25])[F:26])[CH:23]=1)[CH2:19][NH:20][CH2:2][CH2:3][C:4]([NH:6][C:7]1[CH:12]=[CH:11][C:10]([Cl:13])=[CH:9][CH:8]=1)=[O:5], predict the reactants needed to synthesize it. The reactants are: Br[CH2:2][CH2:3][C:4]([NH:6][C:7]1[CH:12]=[CH:11][C:10]([Cl:13])=[CH:9][CH:8]=1)=[O:5].[F:14][C:15]([F:29])([F:28])[C:16]1[CH:17]=[C:18]([CH:21]=[C:22]([C:24]([F:27])([F:26])[F:25])[CH:23]=1)[CH2:19][NH2:20].[OH-].[Na+]. (2) Given the product [CH:39]1([CH2:42][O:43][C:44]2[CH:52]=[CH:51][C:47]3[O:48][CH2:49][O:50][C:46]=3[C:45]=2[C:53]2[C:54]3[NH:61][CH:60]=[C:59]([C:62]([NH:2][C@@H:3]([CH2:33][N:34]4[CH:38]=[CH:37][CH:36]=[N:35]4)[C:4]([N:6]4[CH2:7][CH2:8][CH:9]([N:12]5[N:21]=[C:20]([C:22]6[CH:27]=[CH:26][C:25]([O:28][CH3:29])=[C:24]([O:30][CH3:31])[CH:23]=6)[C@@H:19]6[C@@H:14]([CH2:15][CH2:16][CH2:17][CH2:18]6)[C:13]5=[O:32])[CH2:10][CH2:11]4)=[O:5])=[O:63])[C:55]=3[N:56]=[CH:57][N:58]=2)[CH2:40][CH2:41]1, predict the reactants needed to synthesize it. The reactants are: Cl.[NH2:2][C@@H:3]([CH2:33][N:34]1[CH:38]=[CH:37][CH:36]=[N:35]1)[C:4]([N:6]1[CH2:11][CH2:10][CH:9]([N:12]2[N:21]=[C:20]([C:22]3[CH:27]=[CH:26][C:25]([O:28][CH3:29])=[C:24]([O:30][CH3:31])[CH:23]=3)[C@@H:19]3[C@@H:14]([CH2:15][CH2:16][CH2:17][CH2:18]3)[C:13]2=[O:32])[CH2:8][CH2:7]1)=[O:5].[CH:39]1([CH2:42][O:43][C:44]2[CH:52]=[CH:51][C:47]3[O:48][CH2:49][O:50][C:46]=3[C:45]=2[C:53]2[C:54]3[NH:61][CH:60]=[C:59]([C:62](O)=[O:63])[C:55]=3[N:56]=[CH:57][N:58]=2)[CH2:41][CH2:40]1.CN(C(ON1N=NC2C=CC=CC1=2)=[N+](C)C)C.F[P-](F)(F)(F)(F)F.CCN(C(C)C)C(C)C. (3) Given the product [CH3:15][N:2]([CH3:1])[CH2:3][CH2:4][O:5][C:6]1[CH:10]=[C:9]([NH:18][C:21](=[O:30])[O:47][CH2:40][C:41]2[CH:46]=[CH:45][CH:44]=[CH:43][CH:42]=2)[N:8]([CH3:14])[N:7]=1, predict the reactants needed to synthesize it. The reactants are: [CH3:1][N:2]([CH3:15])[CH2:3][CH2:4][O:5][C:6]1[CH:10]=[C:9](C(O)=O)[N:8]([CH3:14])[N:7]=1.C([N:18]([CH2:21]C)CC)C.C1C=CC(P(N=[N+]=[N-])(C2C=CC=CC=2)=[O:30])=CC=1.[CH2:40]([OH:47])[C:41]1[CH:46]=[CH:45][CH:44]=[CH:43][CH:42]=1. (4) Given the product [CH:35]1([C:41]([N:32]2[CH2:33][CH2:34][N:29]([C:27]([NH:26][C@@H:14]([C:12]([NH:11][C:7]3[CH:8]=[CH:9][CH:10]=[C:5]([CH2:4][N:2]([CH3:3])[CH3:1])[CH:6]=3)=[O:13])[C@H:15]([C:17]3[C:25]4[C:20](=[CH:21][CH:22]=[CH:23][CH:24]=4)[NH:19][CH:18]=3)[CH3:16])=[O:28])[CH2:30][CH2:31]2)=[O:42])[CH2:40][CH2:39][CH2:38][CH2:37][CH2:36]1, predict the reactants needed to synthesize it. The reactants are: [CH3:1][N:2]([CH2:4][C:5]1[CH:6]=[C:7]([NH:11][C:12]([C@H:14]([NH:26][C:27]([N:29]2[CH2:34][CH2:33][NH:32][CH2:31][CH2:30]2)=[O:28])[C@H:15]([C:17]2[C:25]3[C:20](=[CH:21][CH:22]=[CH:23][CH:24]=3)[NH:19][CH:18]=2)[CH3:16])=[O:13])[CH:8]=[CH:9][CH:10]=1)[CH3:3].[CH:35]1([C:41](O)=[O:42])[CH2:40][CH2:39][CH2:38][CH2:37][CH2:36]1.CCN=C=NCCCN(C)C.C1C=CC2N(O)N=NC=2C=1.C(=O)([O-])O.[Na+]. (5) Given the product [NH2:22][C:23]1[C:31]([C:8]2[CH:9]=[C:10]3[C:5](=[CH:6][CH:7]=2)[N:4]=[C:3]([NH:2][CH3:1])[N:12]=[CH:11]3)=[C:30]([CH3:33])[CH:29]=[CH:28][C:24]=1[C:25]([OH:27])=[O:26], predict the reactants needed to synthesize it. The reactants are: [CH3:1][NH:2][C:3]1[N:12]=[CH:11][C:10]2[C:5](=[CH:6][CH:7]=[C:8](B3OC(C)(C)C(C)(C)O3)[CH:9]=2)[N:4]=1.[NH2:22][C:23]1[C:31](I)=[C:30]([CH3:33])[CH:29]=[CH:28][C:24]=1[C:25]([OH:27])=[O:26].O.C(=O)([O-])[O-].[Na+].[Na+].C(O)(C(F)(F)F)=O.